Task: Predict which catalyst facilitates the given reaction.. Dataset: Catalyst prediction with 721,799 reactions and 888 catalyst types from USPTO (1) Reactant: Br[C:2]1[C:8]([F:9])=[CH:7][C:5]([NH2:6])=[CH:4][C:3]=1[Cl:10].[Cu][C:12]#[N:13].CN1C(=O)CCC1.N. Product: [NH2:6][C:5]1[CH:7]=[C:8]([F:9])[C:2]([C:12]#[N:13])=[C:3]([Cl:10])[CH:4]=1. The catalyst class is: 6. (2) Reactant: [N:1]1[CH:6]=[C:5]([NH2:7])[C:4]([NH2:8])=[N:3][CH:2]=1.[C:9](N1C=CN=C1)(N1C=CN=C1)=[O:10]. Product: [N:1]1[CH:6]=[C:5]2[C:4]([NH:8][C:9](=[O:10])[NH:7]2)=[N:3][CH:2]=1. The catalyst class is: 12.